The task is: Predict which catalyst facilitates the given reaction.. This data is from Catalyst prediction with 721,799 reactions and 888 catalyst types from USPTO. (1) Reactant: [C:1]([O:5][C:6]([NH:8][CH2:9][CH2:10][CH2:11][CH2:12][CH2:13][C:14]([OH:16])=O)=[O:7])([CH3:4])([CH3:3])[CH3:2].ON1C2C=CC=CC=2N=N1.Cl.CN(C)CCCN=C=NCC.[CH2:39]([O:41][CH2:42][C:43]1[N:44]([CH2:56][C:57]([NH2:60])([CH3:59])[CH3:58])[C:45]2[C:54]3[CH:53]=[CH:52][CH:51]=[CH:50][C:49]=3[N:48]=[CH:47][C:46]=2[N:55]=1)[CH3:40]. Product: [CH2:39]([O:41][CH2:42][C:43]1[N:44]([CH2:56][C:57]([NH:60][C:14](=[O:16])[CH2:13][CH2:12][CH2:11][CH2:10][CH2:9][NH:8][C:6](=[O:7])[O:5][C:1]([CH3:2])([CH3:3])[CH3:4])([CH3:59])[CH3:58])[C:45]2[C:54]3[CH:53]=[CH:52][CH:51]=[CH:50][C:49]=3[N:48]=[CH:47][C:46]=2[N:55]=1)[CH3:40]. The catalyst class is: 3. (2) The catalyst class is: 1. Product: [NH2:1][C:2]12[CH2:3][C:4]([C:7](=[O:9])[CH3:14])([CH2:5]1)[CH2:6]2. Reactant: [NH2:1][C:2]12[CH2:6][C:4]([C:7]([OH:9])=O)([CH2:5]1)[CH2:3]2.C[Li].[Cl-].[NH4+].[C:14](OCC)(=O)C. (3) Reactant: [OH-].[Ca+2:2].[OH-].[Ca].S(=O)=[O:6].[S:8](=[O:11])(=[O:10])=[O:9]. Product: [S:8]([O-:11])([O-:10])=[O:9].[Ca+2:2].[S:8]([O-:6])([O-:11])(=[O:10])=[O:9].[Ca+2:2]. The catalyst class is: 6.